Predict the reactants needed to synthesize the given product. From a dataset of Full USPTO retrosynthesis dataset with 1.9M reactions from patents (1976-2016). (1) The reactants are: [NH2:1][C:2]1[N:10]=[C:9]([NH2:11])[CH:8]=[CH:7][C:3]=1[C:4]([OH:6])=O.ON1C2C=CC=CC=2N=N1.CCN=C=NCCCN(C)C.Cl.[O:34]([C:41]1[CH:42]=[C:43]([CH:46]=[CH:47][CH:48]=1)[CH2:44][NH2:45])[C:35]1[CH:40]=[CH:39][CH:38]=[CH:37][CH:36]=1. Given the product [O:34]([C:41]1[CH:42]=[C:43]([CH2:44][NH:45][C:4](=[O:6])[C:3]2[CH:7]=[CH:8][C:9]([NH2:11])=[N:10][C:2]=2[NH2:1])[CH:46]=[CH:47][CH:48]=1)[C:35]1[CH:36]=[CH:37][CH:38]=[CH:39][CH:40]=1, predict the reactants needed to synthesize it. (2) Given the product [F:12][C:13]1[CH:18]=[CH:17][C:16]([F:19])=[CH:15][C:14]=1[S:20]([N:9]1[CH2:8][CH2:7][NH:6][C:5]2[N:10]=[CH:11][C:2]([I:1])=[CH:3][C:4]1=2)(=[O:22])=[O:21], predict the reactants needed to synthesize it. The reactants are: [I:1][C:2]1[CH:11]=[N:10][C:5]2[NH:6][CH2:7][CH2:8][NH:9][C:4]=2[CH:3]=1.[F:12][C:13]1[CH:18]=[CH:17][C:16]([F:19])=[CH:15][C:14]=1[S:20](Cl)(=[O:22])=[O:21]. (3) Given the product [C:15]([N+:19]([O-:20])=[CH:3][CH:2]([CH3:1])[CH2:5][C:6]1[CH:11]=[CH:10][C:9]([CH:12]([CH3:14])[CH3:13])=[CH:8][CH:7]=1)([CH3:18])([CH3:17])[CH3:16], predict the reactants needed to synthesize it. The reactants are: [CH3:1][CH:2]([CH2:5][C:6]1[CH:11]=[CH:10][C:9]([CH:12]([CH3:14])[CH3:13])=[CH:8][CH:7]=1)[CH:3]=O.[C:15]([NH:19][OH:20])([CH3:18])([CH3:17])[CH3:16].CC1C=CC(S(O)(=O)=O)=CC=1. (4) Given the product [CH3:19][S:16]([C:13]1[CH:14]=[CH:15][C:10]([C:6]2[C:5]3[N:4]([N:3]=[C:2]([NH:28][C:25]4[C:24]([CH3:29])=[N:23][N:22]([CH3:21])[C:26]=4[CH3:27])[N:20]=3)[CH:9]=[CH:8][CH:7]=2)=[CH:11][CH:12]=1)(=[O:18])=[O:17], predict the reactants needed to synthesize it. The reactants are: Cl[C:2]1[N:20]=[C:5]2[C:6]([C:10]3[CH:15]=[CH:14][C:13]([S:16]([CH3:19])(=[O:18])=[O:17])=[CH:12][CH:11]=3)=[CH:7][CH:8]=[CH:9][N:4]2[N:3]=1.[CH3:21][N:22]1[C:26]([CH3:27])=[C:25]([NH2:28])[C:24]([CH3:29])=[N:23]1.C1(P(C2CCCCC2)C2(P(C3CCCCC3)C3CCCCC3)CC=CC=C2C2C=CC=CC=2)CCCCC1. (5) Given the product [O:22]1[CH2:23][CH2:24][N:19]([C:4]2[CH:5]=[C:6]([N:28]3[CH2:29][CH2:30][O:25][CH2:26][CH2:27]3)[N:7]=[C:2]([Cl:1])[N:3]=2)[CH2:20][CH2:21]1, predict the reactants needed to synthesize it. The reactants are: [Cl:1][C:2]1[N:7]=[C:6](Cl)[CH:5]=[C:4](Cl)[N:3]=1.CCN(C(C)C)C(C)C.[NH:19]1[CH2:24][CH2:23][O:22][CH2:21][CH2:20]1.[O:25]1[CH2:30][CH2:29][N:28](C2N=C([N:28]3[CH2:29][CH2:30][O:25][CH2:26][CH2:27]3)C=C(Cl)N=2)[CH2:27][CH2:26]1. (6) Given the product [CH2:19]([O:22][C:4]1[CH:9]=[C:8]([N+:10]([O-:12])=[O:11])[CH:7]=[CH:6][C:5]=1[N:13]1[C:17]([CH3:18])=[N:16][CH:15]=[N:14]1)[CH:20]=[CH2:21], predict the reactants needed to synthesize it. The reactants are: [H-].[Na+].F[C:4]1[CH:9]=[C:8]([N+:10]([O-:12])=[O:11])[CH:7]=[CH:6][C:5]=1[N:13]1[C:17]([CH3:18])=[N:16][CH:15]=[N:14]1.[CH2:19]([OH:22])[CH:20]=[CH2:21]. (7) Given the product [Cl:33][C:13]1[CH:12]=[C:11]([C:4]2[C:5]([NH2:10])=[N:6][C:7]([NH2:9])=[N:8][C:3]=2[CH2:1][CH3:2])[CH:16]=[CH:15][C:14]=1[NH:17][CH2:18][C:19]1[CH:24]=[CH:23][C:22]([S:25]([CH3:28])(=[O:27])=[O:26])=[CH:21][CH:20]=1, predict the reactants needed to synthesize it. The reactants are: [CH2:1]([C:3]1[N:8]=[C:7]([NH2:9])[N:6]=[C:5]([NH2:10])[C:4]=1[C:11]1[CH:16]=[CH:15][C:14]([NH:17][CH2:18][C:19]2[CH:24]=[CH:23][C:22]([S:25]([CH3:28])(=[O:27])=[O:26])=[CH:21][CH:20]=2)=[CH:13][CH:12]=1)[CH3:2].C(O)(=O)C.[Cl:33]CCl.ClN1C(=O)CCC1=O. (8) Given the product [C:1]1([C:7]2[O:11][C:10]([CH:12]3[CH2:16][CH2:15][CH:14]([C:17]([OH:19])=[O:18])[CH2:13]3)=[N:9][N:8]=2)[CH:2]=[CH:3][CH:4]=[CH:5][CH:6]=1, predict the reactants needed to synthesize it. The reactants are: [C:1]1([C:7]2[O:11][C:10]([CH:12]3[CH2:16][CH2:15][CH:14]([C:17]([O:19]C)=[O:18])[CH2:13]3)=[N:9][N:8]=2)[CH:6]=[CH:5][CH:4]=[CH:3][CH:2]=1.[OH-].[Na+].